This data is from Catalyst prediction with 721,799 reactions and 888 catalyst types from USPTO. The task is: Predict which catalyst facilitates the given reaction. (1) Reactant: [CH3:1][N:2]1[CH2:9][C@@H:8]2[C@@H:4]([N:5]([C:10]3[CH:15]=[CH:14][C:13]([C:16]4[CH:21]=[CH:20][C:19]([N:22]5[C:27](=[O:28])[CH:26]=[CH:25][CH:24]=[N:23]5)=[CH:18][CH:17]=4)=[CH:12][CH:11]=3)[CH2:6][CH2:7]2)[CH2:3]1.[ClH:29]. Product: [ClH:29].[CH3:1][N:2]1[CH2:9][C@@H:8]2[C@@H:4]([N:5]([C:10]3[CH:15]=[CH:14][C:13]([C:16]4[CH:21]=[CH:20][C:19]([N:22]5[C:27](=[O:28])[CH:26]=[CH:25][CH:24]=[N:23]5)=[CH:18][CH:17]=4)=[CH:12][CH:11]=3)[CH2:6][CH2:7]2)[CH2:3]1. The catalyst class is: 4. (2) Reactant: CC(C)([O-])C.[K+].[Cl:7][C:8]1[CH:9]=[C:10]([OH:15])[C:11](=[CH:13][CH:14]=1)[OH:12].ClC1C=CC([C:23]2C=CC=C[C:24]=2[C:25]([O-])=[O:26])=C([C:23]2C=CC=C[C:24]=2[C:25]([O-])=[O:26])C=1.C(OS(C1C=CC=C([N+]([O-])=O)C=1)(=O)=O)[C@@H]1OC1.[OH-].[Na+]. Product: [Cl:7][C:8]1[CH:14]=[CH:13][C:11]2[O:12][C@@H:24]([CH2:25][OH:26])[CH2:23][O:15][C:10]=2[CH:9]=1. The catalyst class is: 118.